This data is from Forward reaction prediction with 1.9M reactions from USPTO patents (1976-2016). The task is: Predict the product of the given reaction. (1) Given the reactants [CH3:1][O:2][C:3]1[CH:8]=[C:7]([N+:9]([O-:11])=[O:10])[CH:6]=[CH:5][C:4]=1[NH:12][S:13]([C:16]1[CH:17]=[C:18]([C:22]2[CH:27]=[CH:26][C:25]([F:28])=[CH:24][CH:23]=2)[CH:19]=[CH:20][CH:21]=1)(=[O:15])=[O:14].[C:29]([O:33][CH2:34][CH2:35][CH2:36]O)([CH3:32])([CH3:31])[CH3:30], predict the reaction product. The product is: [C:29]([O:33][CH2:34][CH2:35][CH2:36][N:12]([C:4]1[CH:5]=[CH:6][C:7]([N+:9]([O-:11])=[O:10])=[CH:8][C:3]=1[O:2][CH3:1])[S:13]([C:16]1[CH:17]=[C:18]([C:22]2[CH:23]=[CH:24][C:25]([F:28])=[CH:26][CH:27]=2)[CH:19]=[CH:20][CH:21]=1)(=[O:15])=[O:14])([CH3:32])([CH3:31])[CH3:30]. (2) Given the reactants C(Cl)(=O)C(Cl)=O.CS(C)=O.[CH3:11][C:12]1([CH3:32])[CH2:21][CH2:20][C:19]([CH3:23])([CH3:22])[C:18]2[CH:17]=[C:16]([CH:24]([CH2:27][CH2:28][CH2:29][CH2:30][CH3:31])[CH2:25][OH:26])[CH:15]=[CH:14][C:13]1=2.C(N(CC)CC)C, predict the reaction product. The product is: [CH3:11][C:12]1([CH3:32])[CH2:21][CH2:20][C:19]([CH3:22])([CH3:23])[C:18]2[CH:17]=[C:16]([CH:24]([CH2:27][CH2:28][CH2:29][CH2:30][CH3:31])[CH:25]=[O:26])[CH:15]=[CH:14][C:13]1=2. (3) Given the reactants O=[C:2]([CH2:24][C:25]1[S:26][CH:27]=[CH:28][CH:29]=1)[CH2:3][NH:4][C:5]([C:7]1[S:8][C:9]2[C:15]([N:16]3[CH2:21][CH2:20][O:19][CH2:18][CH2:17]3)=[CH:14][CH:13]=[C:12]([O:22][CH3:23])[C:10]=2[N:11]=1)=O.FC(F)(F)C([O-])=O.[NH4+:37], predict the reaction product. The product is: [CH3:23][O:22][C:12]1[C:10]2[N:11]=[C:7]([C:5]3[NH:4][CH:3]=[C:2]([CH2:24][C:25]4[S:26][CH:27]=[CH:28][CH:29]=4)[N:37]=3)[S:8][C:9]=2[C:15]([N:16]2[CH2:21][CH2:20][O:19][CH2:18][CH2:17]2)=[CH:14][CH:13]=1. (4) Given the reactants [CH2:1]([O:4][C:5](=[O:34])[C:6]1[CH:11]=[CH:10][CH:9]=[C:8]([CH2:12][O:13][C:14]2[CH:23]=[C:22]3[C:17]([C:18](=[O:33])[C:19]([C:24]4[CH:29]=[CH:28][C:27]([N+:30]([O-])=O)=[CH:26][CH:25]=4)=[CH:20][O:21]3)=[CH:16][CH:15]=2)[CH:7]=1)[CH:2]=[CH2:3].S(S([O-])=O)([O-])=O.[Na+].[Na+], predict the reaction product. The product is: [NH2:30][C:27]1[CH:26]=[CH:25][C:24]([C:19]2[C:18](=[O:33])[C:17]3[C:22](=[CH:23][C:14]([O:13][CH2:12][C:8]4[CH:7]=[C:6]([CH:11]=[CH:10][CH:9]=4)[C:5]([O:4][CH2:1][CH:2]=[CH2:3])=[O:34])=[CH:15][CH:16]=3)[O:21][CH:20]=2)=[CH:29][CH:28]=1. (5) Given the reactants Cl[C:2]1[C:11]2[C:6](=[CH:7][C:8]([O:14][CH3:15])=[C:9]([O:12][CH3:13])[CH:10]=2)[N:5]=[CH:4][N:3]=1.[C:16]([C:20]1[Se:24][C:23]([C:25]([NH2:27])=[O:26])=[C:22]([OH:28])[CH:21]=1)([CH3:19])([CH3:18])[CH3:17].[OH-].[Na+].Cl, predict the reaction product. The product is: [CH3:13][O:12][C:9]1[CH:10]=[C:11]2[C:6](=[CH:7][C:8]=1[O:14][CH3:15])[N:5]=[CH:4][N:3]=[C:2]2[O:28][C:22]1[CH:21]=[C:20]([C:16]([CH3:19])([CH3:17])[CH3:18])[Se:24][C:23]=1[C:25]([NH2:27])=[O:26]. (6) Given the reactants [O:1]=[CH:2][C@@H:3]([C@H:5]([C@@H:7]([C@@H:9]([CH2:11][OH:12])[OH:10])[OH:8])[OH:6])[OH:4].[C:13]([OH:17])(=O)[CH2:14][CH3:15].[C:23](O[C:23](=[O:26])[CH2:24][CH3:25])(=[O:26])[CH2:24][CH3:25], predict the reaction product. The product is: [C:23]([O:1][C@@H:2]1[O:10][C@H:9]([CH2:11][O:12][C:13](=[O:17])[CH2:14][CH3:15])[C@@H:7]([O:8][C:23](=[O:26])[CH2:24][CH3:25])[C@H:5]([O:6][C:2](=[O:1])[CH2:3][CH3:5])[C@H:3]1[O:4][C:23](=[O:26])[CH2:24][CH3:25])(=[O:26])[CH2:24][CH3:25].